Dataset: Peptide-MHC class I binding affinity with 185,985 pairs from IEDB/IMGT. Task: Regression. Given a peptide amino acid sequence and an MHC pseudo amino acid sequence, predict their binding affinity value. This is MHC class I binding data. (1) The peptide sequence is RVYLNGIGK. The MHC is HLA-B57:01 with pseudo-sequence HLA-B57:01. The binding affinity (normalized) is 0.0847. (2) The binding affinity (normalized) is 0.0886. The MHC is HLA-B15:01 with pseudo-sequence HLA-B15:01. The peptide sequence is LSEKWFTHA.